From a dataset of Forward reaction prediction with 1.9M reactions from USPTO patents (1976-2016). Predict the product of the given reaction. (1) Given the reactants Cl[CH2:2][CH2:3][CH2:4][O:5][C:6]1[CH:18]=[C:17]2[C:9]([N:10]3[C:15](=[CH:16]2)[C:14](=[O:19])[NH:13][CH2:12][CH2:11]3)=[N:8][CH:7]=1.[CH3:20][C@H:21]1[CH2:25][CH2:24][CH2:23][NH:22]1, predict the reaction product. The product is: [CH3:20][C@H:21]1[CH2:25][CH2:24][CH2:23][N:22]1[CH2:2][CH2:3][CH2:4][O:5][C:6]1[CH:18]=[C:17]2[C:9]([N:10]3[C:15](=[CH:16]2)[C:14](=[O:19])[NH:13][CH2:12][CH2:11]3)=[N:8][CH:7]=1. (2) Given the reactants [CH3:1][O:2][C:3]1[C:8]([F:9])=[C:7]([O:10][CH3:11])[CH:6]=[CH:5][C:4]=1I.[C:13]([C:15]1[CH:16]=[N:17][N:18]([CH3:20])[CH:19]=1)#[CH:14].C(#N)C, predict the reaction product. The product is: [CH3:1][O:2][C:3]1[C:8]([F:9])=[C:7]([O:10][CH3:11])[CH:6]=[CH:5][C:4]=1[C:14]#[C:13][C:15]1[CH:16]=[N:17][N:18]([CH3:20])[CH:19]=1. (3) Given the reactants N(C(OCC)=O)=NC(OCC)=O.[C:13]([O:17][C:18](=[O:44])[NH:19][C@H:20]1[CH2:25][CH2:24][C@H:23]([CH2:26][CH:27]([CH2:30][C:31]2[C:40]3[C:35](=[CH:36][CH:37]=[C:38]([O:41][CH3:42])[CH:39]=3)[N:34]=[CH:33][C:32]=2[OH:43])[CH2:28]O)[CH2:22][CH2:21]1)([CH3:16])([CH3:15])[CH3:14].C1(P(C2C=CC=CC=2)C2C=CC=CC=2)C=CC=CC=1.C(OCC)(=O)C, predict the reaction product. The product is: [C:13]([O:17][C:18](=[O:44])[NH:19][C@H:20]1[CH2:25][CH2:24][C@H:23]([CH2:26][CH:27]2[CH2:30][C:31]3[C:40]4[C:35](=[CH:36][CH:37]=[C:38]([O:41][CH3:42])[CH:39]=4)[N:34]=[CH:33][C:32]=3[O:43][CH2:28]2)[CH2:22][CH2:21]1)([CH3:16])([CH3:15])[CH3:14]. (4) Given the reactants [Br:1][C:2]1[CH:3]=[C:4]2[C:9](=[CH:10][CH:11]=1)[C:8]([OH:12])=[N:7][CH:6]=[CH:5]2.[CH2:13](Br)[CH2:14][CH2:15][CH2:16][CH2:17]C.[OH-].[Na+].[CH3:22][C:23](OC)([CH3:25])[CH3:24], predict the reaction product. The product is: [Br:1][C:2]1[CH:3]=[C:4]2[C:9](=[CH:10][CH:11]=1)[C:8](=[O:12])[N:7]([CH2:22][CH:23]([C:25]1[CH:17]=[CH:16][CH:15]=[CH:14][CH:13]=1)[CH3:24])[CH:6]=[CH:5]2. (5) Given the reactants [CH3:13][C:12]([O:11][C:9](O[C:9]([O:11][C:12]([CH3:15])([CH3:14])[CH3:13])=[O:10])=[O:10])([CH3:15])[CH3:14].[O:16]1[CH2:20][C@@H:19]([NH2:21])[C@H:18]2[O:22][CH2:23][C@H:24]([NH2:25])[C@@H:17]12.C(N(CC)CC)C.O, predict the reaction product. The product is: [C:12]([O:11][C:9](=[O:10])[NH:21][C@H:19]1[C@H:18]2[O:22][CH2:23][C@H:24]([NH2:25])[C@H:17]2[O:16][CH2:20]1)([CH3:13])([CH3:14])[CH3:15]. (6) Given the reactants Br[C:2]1[CH:26]=[CH:25][C:5]2[N:6]=[C:7]([NH:9][C:10]([N:12]3[CH2:17][CH2:16][C:15](=[CH:18][C:19]4[CH:24]=[CH:23][CH:22]=[CH:21][N:20]=4)[CH2:14][CH2:13]3)=[O:11])[S:8][C:4]=2[CH:3]=1.[CH3:27][C:28]1[C:32](B2OC(C)(C)C(C)(C)O2)=[C:31]([CH3:42])[O:30][N:29]=1.CC(C)([O-])C.[Na+].[Cl-].[NH4+], predict the reaction product. The product is: [CH3:27][C:28]1[C:32]([C:2]2[CH:26]=[CH:25][C:5]3[N:6]=[C:7]([NH:9][C:10]([N:12]4[CH2:17][CH2:16][C:15](=[CH:18][C:19]5[CH:24]=[CH:23][CH:22]=[CH:21][N:20]=5)[CH2:14][CH2:13]4)=[O:11])[S:8][C:4]=3[CH:3]=2)=[C:31]([CH3:42])[O:30][N:29]=1. (7) Given the reactants C(N(CC)CC)C.[CH3:8][C:9]1([CH3:16])[C:13]([CH3:15])([CH3:14])[O:12][BH:11][O:10]1.[CH2:17]([N:21]1[CH2:26][C:25]2([CH2:31][CH2:30][N:29]([C:32]([O:34][C:35]([CH3:38])([CH3:37])[CH3:36])=[O:33])[CH2:28][CH2:27]2)[CH2:24][CH2:23][CH2:22]1)[CH2:18][C:19]#[CH:20], predict the reaction product. The product is: [CH3:8][C:9]1([CH3:16])[C:13]([CH3:15])([CH3:14])[O:12][B:11](/[CH:20]=[CH:19]/[CH2:18][CH2:17][N:21]2[CH2:26][C:25]3([CH2:27][CH2:28][N:29]([C:32]([O:34][C:35]([CH3:38])([CH3:37])[CH3:36])=[O:33])[CH2:30][CH2:31]3)[CH2:24][CH2:23][CH2:22]2)[O:10]1. (8) Given the reactants [C:1]([C:4]1[S:5][CH:6]=[CH:7][CH:8]=1)(=O)[CH3:2].[NH:9]1[CH2:13][CH2:12][CH2:11][CH2:10]1, predict the reaction product. The product is: [S:5]1[CH:6]=[CH:7][CH:8]=[C:4]1[C:1]([N:9]1[CH2:13][CH2:12][CH2:11][CH2:10]1)=[CH2:2]. (9) Given the reactants [S:1]1[CH:5]=[CH:4][CH:3]=[C:2]1[CH:6]1[C:12](=O)[NH:11][C:10]2[N:14]=[CH:15][CH:16]=[CH:17][C:9]=2[C:8]([C:18]2[S:19][CH:20]=[CH:21][CH:22]=2)=[N:7]1.[CH2:23]([NH2:26])[C:24]#[CH:25], predict the reaction product. The product is: [CH2:23]([NH:26][C:12]1[CH:6]([C:2]2[S:1][CH:5]=[CH:4][CH:3]=2)[N:7]=[C:8]([C:18]2[S:19][CH:20]=[CH:21][CH:22]=2)[C:9]2[CH:17]=[CH:16][CH:15]=[N:14][C:10]=2[N:11]=1)[C:24]#[CH:25]. (10) Given the reactants [CH:1]12[CH2:7][CH:4]([NH:5][CH2:6]1)[CH2:3][N:2]2[C:8]1[N:13]2[CH:14]=[CH:15][N:16]=[C:12]2[CH:11]=[C:10]([C:17]2[CH:22]=[CH:21][N:20]=[C:19]([NH:23][CH:24]([C:26]3[CH:31]=[CH:30][CH:29]=[CH:28][CH:27]=3)[CH3:25])[CH:18]=2)[N:9]=1.[CH3:32][C:33](=O)[CH2:34][CH3:35].CO, predict the reaction product. The product is: [CH:33]([N:5]1[CH2:6][C@@H:1]2[CH2:7][C@H:4]1[CH2:3][N:2]2[C:8]1[N:13]2[CH:14]=[CH:15][N:16]=[C:12]2[CH:11]=[C:10]([C:17]2[CH:22]=[CH:21][N:20]=[C:19]([NH:23][C@H:24]([C:26]3[CH:27]=[CH:28][CH:29]=[CH:30][CH:31]=3)[CH3:25])[CH:18]=2)[N:9]=1)([CH2:34][CH3:35])[CH3:32].